This data is from Full USPTO retrosynthesis dataset with 1.9M reactions from patents (1976-2016). The task is: Predict the reactants needed to synthesize the given product. (1) Given the product [F:1][C:2]1[CH:3]=[C:4]([B:9]2[O:11][C:16]([CH3:18])([CH3:17])[C:13]([CH3:15])([CH3:14])[O:10]2)[C:5]([CH3:8])=[CH:6][CH:7]=1, predict the reactants needed to synthesize it. The reactants are: [F:1][C:2]1[CH:3]=[C:4]([B:9]([OH:11])[OH:10])[C:5]([CH3:8])=[CH:6][CH:7]=1.O[C:13]([C:16](O)([CH3:18])[CH3:17])([CH3:15])[CH3:14].[O-]S([O-])(=O)=O.[Mg+2]. (2) Given the product [CH2:2]([O:9][C:10]1[CH:11]=[CH:12][C:13]([NH:16][C:21]([N:39]2[CH2:40][CH2:41][N:36]([C:33]3[N:32]=[CH:31][C:30]([Br:29])=[CH:35][N:34]=3)[CH2:37][CH2:38]2)=[O:27])=[CH:14][CH:15]=1)[C:3]1[CH:4]=[CH:5][CH:6]=[CH:7][CH:8]=1, predict the reactants needed to synthesize it. The reactants are: Cl.[CH2:2]([O:9][C:10]1[CH:15]=[CH:14][C:13]([NH2:16])=[CH:12][CH:11]=1)[C:3]1[CH:8]=[CH:7][CH:6]=[CH:5][CH:4]=1.ClC(Cl)(O[C:21](=[O:27])OC(Cl)(Cl)Cl)Cl.[Br:29][C:30]1[CH:31]=[N:32][C:33]([N:36]2[CH2:41][CH2:40][NH:39][CH2:38][CH2:37]2)=[N:34][CH:35]=1. (3) The reactants are: FC(F)(F)C1C=CC(CBr)=CC=1.Br[CH2:14][C:15]1[CH:20]=[CH:19][N:18]=[CH:17][CH:16]=1.[CH3:21][C:22]1[N:23]=[C:24]([N:32]2[CH2:36][CH2:35][NH:34][C:33]2=[O:37])[S:25][C:26]=1[C:27]([O:29][CH2:30][CH3:31])=[O:28]. Given the product [CH3:21][C:22]1[N:23]=[C:24]([N:32]2[CH2:36][CH2:35][N:34]([CH2:14][C:15]3[CH:20]=[CH:19][N:18]=[CH:17][CH:16]=3)[C:33]2=[O:37])[S:25][C:26]=1[C:27]([O:29][CH2:30][CH3:31])=[O:28], predict the reactants needed to synthesize it. (4) The reactants are: [Cl:1][C:2]1[CH:7]=[C:6]([CH3:8])[CH:5]=[C:4]([Cl:9])[N:3]=1.FC(F)(F)C(OC(=O)C(F)(F)F)=O.[N+:23]([O-])([OH:25])=[O:24].S(S([O-])=O)([O-])(=O)=O.[Na+].[Na+].[OH-].[Na+]. Given the product [Cl:1][C:2]1[C:7]([N+:23]([O-:25])=[O:24])=[C:6]([CH3:8])[CH:5]=[C:4]([Cl:9])[N:3]=1, predict the reactants needed to synthesize it. (5) Given the product [F:27][C:22]1[CH:23]=[CH:24][CH:25]=[CH:26][C:21]=1[CH2:20][N:13]1[C:14]2=[N:15][CH:16]=[CH:17][CH:18]=[C:19]2[C:11]([C:9]2[N:8]=[C:7]3[C:3]([NH:4][C:5]([S:28][CH2:37][C:36]([F:40])([F:39])[F:35])=[N:6]3)=[C:2]([NH2:1])[N:10]=2)=[N:12]1, predict the reactants needed to synthesize it. The reactants are: [NH2:1][C:2]1[N:10]=[C:9]([C:11]2[C:19]3[C:14](=[N:15][CH:16]=[CH:17][CH:18]=3)[N:13]([CH2:20][C:21]3[CH:26]=[CH:25][CH:24]=[CH:23][C:22]=3[F:27])[N:12]=2)[N:8]=[C:7]2[C:3]=1[NH:4][C:5](=[S:28])[NH:6]2.C(=O)([O-])[O-].[K+].[K+].[F:35][C:36]([F:40])([F:39])[CH2:37]I. (6) Given the product [CH3:1][N:2]([CH2:13][C:14]1[N:18]([CH2:19][CH:20]2[CH2:25][CH2:24][CH2:23][N:22]([CH3:34])[CH2:21]2)[C:17]2[CH:26]=[CH:27][CH:28]=[CH:29][C:16]=2[N:15]=1)[CH:3]1[C:12]2[N:11]=[CH:10][CH:9]=[CH:8][C:7]=2[CH2:6][CH2:5][CH2:4]1, predict the reactants needed to synthesize it. The reactants are: [CH3:1][N:2]([CH2:13][C:14]1[N:18]([CH2:19][CH:20]2[CH2:25][CH2:24][CH2:23][NH:22][CH2:21]2)[C:17]2[CH:26]=[CH:27][CH:28]=[CH:29][C:16]=2[N:15]=1)[CH:3]1[C:12]2[N:11]=[CH:10][CH:9]=[CH:8][C:7]=2[CH2:6][CH2:5][CH2:4]1.C=O.[BH-](OC(C)=O)(OC(C)=O)O[C:34](C)=O.[Na+]. (7) Given the product [Br:1][C:2]1[CH:3]=[C:4]2[C:8](=[C:9]([C:15]#[N:16])[CH:10]=1)[NH:7][CH:6]=[C:5]2[CH:12]([CH3:14])[CH3:13], predict the reactants needed to synthesize it. The reactants are: [Br:1][C:2]1[CH:3]=[C:4]2[C:8](=[C:9](I)[CH:10]=1)[NH:7][CH:6]=[C:5]2[CH:12]([CH3:14])[CH3:13].[CH3:15][N:16](C=O)C.